Dataset: NCI-60 drug combinations with 297,098 pairs across 59 cell lines. Task: Regression. Given two drug SMILES strings and cell line genomic features, predict the synergy score measuring deviation from expected non-interaction effect. (1) Drug 2: C1=NNC2=C1C(=O)NC=N2. Synergy scores: CSS=8.91, Synergy_ZIP=-1.03, Synergy_Bliss=1.01, Synergy_Loewe=-1.29, Synergy_HSA=-1.32. Cell line: OVCAR-4. Drug 1: CCCS(=O)(=O)NC1=C(C(=C(C=C1)F)C(=O)C2=CNC3=C2C=C(C=N3)C4=CC=C(C=C4)Cl)F. (2) Drug 1: C1C(C(OC1N2C=C(C(=O)NC2=O)F)CO)O. Drug 2: CNC(=O)C1=NC=CC(=C1)OC2=CC=C(C=C2)NC(=O)NC3=CC(=C(C=C3)Cl)C(F)(F)F. Cell line: DU-145. Synergy scores: CSS=15.5, Synergy_ZIP=-2.92, Synergy_Bliss=3.30, Synergy_Loewe=-22.9, Synergy_HSA=2.31. (3) Drug 1: CC1CCC2CC(C(=CC=CC=CC(CC(C(=O)C(C(C(=CC(C(=O)CC(OC(=O)C3CCCCN3C(=O)C(=O)C1(O2)O)C(C)CC4CCC(C(C4)OC)OCCO)C)C)O)OC)C)C)C)OC. Drug 2: C1CN1C2=NC(=NC(=N2)N3CC3)N4CC4. Cell line: HOP-62. Synergy scores: CSS=38.5, Synergy_ZIP=-0.605, Synergy_Bliss=0.873, Synergy_Loewe=-5.92, Synergy_HSA=0.761.